From a dataset of Catalyst prediction with 721,799 reactions and 888 catalyst types from USPTO. Predict which catalyst facilitates the given reaction. (1) Reactant: [CH2:1]([C:5]1[N:6]=[C:7]([CH3:44])[N:8]([C:33]2[N:38]=[CH:37][C:36]([O:39][CH:40]([CH2:42][CH3:43])[CH3:41])=[CH:35][N:34]=2)[C:9](=[O:32])[C:10]=1[CH2:11][C:12]1[CH:17]=[C:16]([CH2:18][CH2:19][CH3:20])[C:15]([O:21][Si:22]([C:25]([CH3:28])([CH3:27])[CH3:26])([CH3:24])[CH3:23])=[C:14]([CH2:29][CH2:30][CH3:31])[CH:13]=1)[CH2:2][CH2:3][CH3:4].[OH2:45].ON1C2C=CC=CC=2N=N1.Cl.C(N=C=NCCCN(C)C)C.[NH3:68]. Product: [CH2:1]([C:5]1[N:6]=[C:7]([CH3:44])[N:8]([C:33]2[N:38]=[CH:37][C:36]([O:39][CH:40]([CH2:42][CH3:43])[C:41]([NH2:68])=[O:45])=[CH:35][N:34]=2)[C:9](=[O:32])[C:10]=1[CH2:11][C:12]1[CH:17]=[C:16]([CH2:18][CH2:19][CH3:20])[C:15]([O:21][Si:22]([C:25]([CH3:28])([CH3:26])[CH3:27])([CH3:24])[CH3:23])=[C:14]([CH2:29][CH2:30][CH3:31])[CH:13]=1)[CH2:2][CH2:3][CH3:4]. The catalyst class is: 46. (2) Reactant: [F:1][C:2]([F:38])([F:37])[C:3]1[CH:4]=[C:5]([CH:30]=[C:31]([C:33]([F:36])([F:35])[F:34])[CH:32]=1)[C:6]([N:8]1[CH2:13][CH2:12][N:11]([CH2:14][C:15]#[C:16][CH2:17][Cl:18])[CH2:10][C@H:9]1[CH2:19][C:20]1[CH:29]=[CH:28][C:27]2[C:22](=[CH:23][CH:24]=[CH:25][CH:26]=2)[CH:21]=1)=[O:7].[ClH:39].[CH3:40][C:41]1([CH3:47])[CH2:46][O:45][CH2:44][CH2:43][NH:42]1.C(=O)([O-])[O-].[K+].[K+].[I-].[K+]. Product: [ClH:18].[ClH:39].[F:1][C:2]([F:38])([F:37])[C:3]1[CH:4]=[C:5]([CH:30]=[C:31]([C:33]([F:36])([F:35])[F:34])[CH:32]=1)[C:6]([N:8]1[CH2:13][CH2:12][N:11]([CH2:14][C:15]#[C:16][CH2:17][N:42]2[CH2:43][CH2:44][O:45][CH2:46][C:41]2([CH3:47])[CH3:40])[CH2:10][C@H:9]1[CH2:19][C:20]1[CH:29]=[CH:28][C:27]2[C:22](=[CH:23][CH:24]=[CH:25][CH:26]=2)[CH:21]=1)=[O:7]. The catalyst class is: 9. (3) Reactant: [C:1]([C:3]1[CH:8]=[CH:7][C:6]([CH2:9][CH2:10][CH:11](/[CH:23]=[CH:24]/[C:25]2[CH:30]=[CH:29][CH:28]=[CH:27][C:26]=2[OH:31])[CH2:12][C:13]2[CH:22]=[CH:21][C:16]([C:17]([O:19][CH3:20])=[O:18])=[CH:15][CH:14]=2)=[CH:5][CH:4]=1)#[N:2].Br[CH2:33][CH2:34][CH2:35][C:36]1[CH:41]=[CH:40][CH:39]=[CH:38][CH:37]=1.C(=O)([O-])[O-].[K+].[K+]. Product: [C:1]([C:3]1[CH:8]=[CH:7][C:6]([CH2:9][CH2:10][CH:11](/[CH:23]=[CH:24]/[C:25]2[CH:30]=[CH:29][CH:28]=[CH:27][C:26]=2[O:31][CH2:33][CH2:34][CH2:35][C:36]2[CH:41]=[CH:40][CH:39]=[CH:38][CH:37]=2)[CH2:12][C:13]2[CH:14]=[CH:15][C:16]([C:17]([O:19][CH3:20])=[O:18])=[CH:21][CH:22]=2)=[CH:5][CH:4]=1)#[N:2]. The catalyst class is: 10. (4) Reactant: [N:1]1[CH:6]=[CH:5][CH:4]=[CH:3][C:2]=1C(O)=O.C1(P(N=[N+]=[N-])(C2C=CC=CC=2)=[O:17])C=CC=CC=1.C([N:29]([CH2:32]C)CC)C.[NH2:34][C:35]1[CH:43]=[C:42]([Cl:44])[CH:41]=[CH:40][C:36]=1[C:37]([OH:39])=[O:38]. Product: [Cl:44][C:42]1[CH:41]=[CH:40][C:36]([C:37]([OH:39])=[O:38])=[C:35]([NH:34][C:32]([NH:29][C:2]2[CH:3]=[CH:4][CH:5]=[CH:6][N:1]=2)=[O:17])[CH:43]=1. The catalyst class is: 247. (5) Reactant: [C:1]([C:3]1([C:16]2[N:21]=[CH:20][C:19]([C:22]3[CH:30]=[CH:29][C:28]4[N:27]5[C:31](=[O:39])[O:32][C@@H:33]([CH2:34][NH:35][C:36](=[O:38])[CH3:37])[C@@H:26]5[CH2:25][C:24]=4[CH:23]=3)=[CH:18][CH:17]=2)[C@H:8]2[C@@H:4]1[CH2:5][N:6]([C:9](=[O:15])[CH2:10][O:11]C(=O)C)[CH2:7]2)#[N:2].C([O-])([O-])=O.[K+].[K+]. Product: [C:1]([C:3]1([C:16]2[N:21]=[CH:20][C:19]([C:22]3[CH:30]=[CH:29][C:28]4[N:27]5[C:31](=[O:39])[O:32][C@@H:33]([CH2:34][NH:35][C:36](=[O:38])[CH3:37])[C@@H:26]5[CH2:25][C:24]=4[CH:23]=3)=[CH:18][CH:17]=2)[C@H:4]2[C@@H:8]1[CH2:7][N:6]([C:9](=[O:15])[CH2:10][OH:11])[CH2:5]2)#[N:2]. The catalyst class is: 92. (6) Reactant: Cl.[NH:2]1[CH2:5][CH:4]([OH:6])[CH2:3]1.C(=O)([O-])O.[Na+].C1COCC1.[C:17](Cl)(=[O:24])[C:18]1[CH:23]=[CH:22][CH:21]=[CH:20][CH:19]=1. Product: [C:18]1([C:17]([N:2]2[CH2:5][CH:4]([OH:6])[CH2:3]2)=[O:24])[CH:23]=[CH:22][CH:21]=[CH:20][CH:19]=1. The catalyst class is: 6. (7) Reactant: [CH:1]12[CH2:6][CH:5]1[CH2:4][N:3]([C:7]1[N:12]=[C:11]([NH:13][CH2:14][C:15]3[CH:20]=[CH:19][C:18]([O:21][CH3:22])=[C:17]([Cl:23])[CH:16]=3)[C:10]([C:24]([OH:26])=O)=[CH:9][N:8]=1)[CH2:2]2.[CH2:27]([NH2:34])[C:28]1[CH:33]=[CH:32][CH:31]=[CH:30][CH:29]=1.CN(C(ON1N=NC2C=CC=NC1=2)=[N+](C)C)C.F[P-](F)(F)(F)(F)F.CCN(C(C)C)C(C)C. Product: [CH2:27]([NH:34][C:24]([C:10]1[C:11]([NH:13][CH2:14][C:15]2[CH:20]=[CH:19][C:18]([O:21][CH3:22])=[C:17]([Cl:23])[CH:16]=2)=[N:12][C:7]([N:3]2[CH2:4][CH:5]3[CH:1]([CH2:6]3)[CH2:2]2)=[N:8][CH:9]=1)=[O:26])[C:28]1[CH:33]=[CH:32][CH:31]=[CH:30][CH:29]=1. The catalyst class is: 1. (8) Reactant: [C:1]1(=[O:11])[NH:5][C:4](=[O:6])[C:3]2=[CH:7][CH:8]=[CH:9][CH:10]=[C:2]12.[K].[NH2:13][C:14]1[C:23]2[N:24]=[C:25]([CH2:35]Cl)[N:26]([CH2:27][C:28]3([OH:34])[CH2:33][CH2:32][CH2:31][CH2:30][CH2:29]3)[C:22]=2[C:21]2[CH:20]=[CH:19][CH:18]=[CH:17][C:16]=2[N:15]=1. Product: [NH2:13][C:14]1[C:23]2[N:24]=[C:25]([CH2:35][N:5]3[C:1](=[O:11])[C:2]4[C:3](=[CH:7][CH:8]=[CH:9][CH:10]=4)[C:4]3=[O:6])[N:26]([CH2:27][C:28]3([OH:34])[CH2:33][CH2:32][CH2:31][CH2:30][CH2:29]3)[C:22]=2[C:21]2[CH:20]=[CH:19][CH:18]=[CH:17][C:16]=2[N:15]=1. The catalyst class is: 3.